Binary Classification. Given a T-cell receptor sequence (or CDR3 region) and an epitope sequence, predict whether binding occurs between them. From a dataset of TCR-epitope binding with 47,182 pairs between 192 epitopes and 23,139 TCRs. (1) The epitope is MMISAGFSL. The TCR CDR3 sequence is CASSLEGSYNSPLHF. Result: 0 (the TCR does not bind to the epitope). (2) The epitope is HPVGEADYFEY. The TCR CDR3 sequence is CASSFTGSYRKGQYF. Result: 0 (the TCR does not bind to the epitope). (3) The epitope is TVYDPLQPELDSFK. The TCR CDR3 sequence is CASSSRQGNLIDEQYF. Result: 0 (the TCR does not bind to the epitope). (4) The epitope is LEPLVDLPI. The TCR CDR3 sequence is CASSQGAGAGYEQYF. Result: 1 (the TCR binds to the epitope). (5) The epitope is FLPRVFSAV. The TCR CDR3 sequence is CASSQSGSSYNEQFF. Result: 1 (the TCR binds to the epitope). (6) The epitope is GMFNMLSTVLGVS. The TCR CDR3 sequence is CASSQDIGQGSTGELFF. Result: 0 (the TCR does not bind to the epitope).